Dataset: Reaction yield outcomes from USPTO patents with 853,638 reactions. Task: Predict the reaction yield, written as a fraction of the theoretical maximum amount of product (1.0 means a 100% yield; for example, 0.34 means a 34% yield). The reactants are [F:1][C:2]1[CH:3]=[C:4]([OH:8])[CH:5]=[CH:6][CH:7]=1.[Br:9][CH2:10][CH2:11][CH2:12]Br.C([O-])([O-])=O.[Cs+].[Cs+]. The catalyst is C(#N)C. The product is [F:1][C:2]1[CH:3]=[C:4]([O:8][CH2:12][CH2:11][CH2:10][Br:9])[CH:5]=[CH:6][CH:7]=1. The yield is 0.132.